This data is from Forward reaction prediction with 1.9M reactions from USPTO patents (1976-2016). The task is: Predict the product of the given reaction. (1) Given the reactants [Cl:1][C:2]1[CH:3]=[C:4]([CH:24]=[CH:25][C:26]=1[F:27])[CH2:5][N:6]1[CH2:15][CH2:14][C:13]2[C:8](=[C:9]([OH:22])[C:10](=[O:21])[N:11]3[CH2:19][CH2:18][NH:17][C:16](=[O:20])[C:12]3=2)[C:7]1=[O:23].[H-].[Na+].[CH3:30]I, predict the reaction product. The product is: [Cl:1][C:2]1[CH:3]=[C:4]([CH:24]=[CH:25][C:26]=1[F:27])[CH2:5][N:6]1[CH2:15][CH2:14][C:13]2[C:8](=[C:9]([OH:22])[C:10](=[O:21])[N:11]3[CH2:19][CH2:18][N:17]([CH3:30])[C:16](=[O:20])[C:12]3=2)[C:7]1=[O:23]. (2) Given the reactants [OH:1][C:2]1[CH:3]=[C:4]2[C:8](=[CH:9][CH:10]=1)[NH:7][C:6]([C:11]([O-:13])=[O:12])=[CH:5]2.C([O-])([O-])=O.[Cs+].[Cs+].Cl[C:21]1[S:22][C:23]2[CH:29]=[CH:28][CH:27]=[CH:26][C:24]=2[N:25]=1, predict the reaction product. The product is: [S:22]1[C:23]2[CH:29]=[CH:28][CH:27]=[CH:26][C:24]=2[N:25]=[C:21]1[O:1][C:2]1[CH:3]=[C:4]2[C:8](=[CH:9][CH:10]=1)[NH:7][C:6]([C:11]([OH:13])=[O:12])=[CH:5]2. (3) Given the reactants [N-:1]=[N+:2]=[N-:3].[Na+].[Si](Cl)(Cl)(Cl)Cl.[C:10]([C:12]1[C:13]([CH2:26][C:27]2[CH:36]=[CH:35][C:34]3[C:29](=[CH:30][CH:31]=[CH:32][CH:33]=3)[CH:28]=2)=[C:14]([C:23]([NH2:25])=O)[S:15][C:16]=1[N:17]1[CH2:22][CH2:21][O:20][CH2:19][CH2:18]1)#[N:11].O, predict the reaction product. The product is: [N:17]1([C:16]2[S:15][C:14]([C:23]3[NH:25][N:3]=[N:2][N:1]=3)=[C:13]([CH2:26][C:27]3[CH:36]=[CH:35][C:34]4[C:29](=[CH:30][CH:31]=[CH:32][CH:33]=4)[CH:28]=3)[C:12]=2[C:10]#[N:11])[CH2:22][CH2:21][O:20][CH2:19][CH2:18]1. (4) Given the reactants [F:1][C:2]1[C:10]([CH3:11])=[CH:9][C:5]([C:6]([OH:8])=O)=[CH:4][N:3]=1.[CH2:12]([C:14]1[CH:15]=[C:16]([CH3:26])[C:17]([N:20]2[CH2:25][CH2:24][NH:23][CH2:22][CH2:21]2)=[N:18][CH:19]=1)[CH3:13], predict the reaction product. The product is: [CH2:12]([C:14]1[CH:15]=[C:16]([CH3:26])[C:17]([N:20]2[CH2:21][CH2:22][N:23]([C:6]([C:5]3[CH:4]=[N:3][C:2]([F:1])=[C:10]([CH3:11])[CH:9]=3)=[O:8])[CH2:24][CH2:25]2)=[N:18][CH:19]=1)[CH3:13]. (5) Given the reactants [C:1]1([C:7]2[S:11][C:10]([NH:12][C:13]([NH:15]C(=O)C(Cl)(Cl)Cl)=[O:14])=[C:9]([C:22]([NH:24][C@H:25]3[CH2:31][CH2:30][CH2:29][CH2:28][N:27]([C:32]([O:34][C:35]([CH3:38])([CH3:37])[CH3:36])=[O:33])[CH2:26]3)=[O:23])[CH:8]=2)[CH:6]=[CH:5][CH:4]=[CH:3][CH:2]=1.N, predict the reaction product. The product is: [NH2:15][C:13]([NH:12][C:10]1[S:11][C:7]([C:1]2[CH:2]=[CH:3][CH:4]=[CH:5][CH:6]=2)=[CH:8][C:9]=1[C:22]([NH:24][C@H:25]1[CH2:31][CH2:30][CH2:29][CH2:28][N:27]([C:32]([O:34][C:35]([CH3:36])([CH3:37])[CH3:38])=[O:33])[CH2:26]1)=[O:23])=[O:14]. (6) Given the reactants [N:1]([CH2:4][C:5](=[O:18])[C:6]([C:9]1[CH:10]=[CH:11][C:12]([F:17])=[C:13]([CH:16]=1)[C:14]#[N:15])([CH3:8])[CH3:7])=[N+]=[N-].[ClH:19], predict the reaction product. The product is: [ClH:19].[NH2:1][CH2:4][C:5](=[O:18])[C:6]([C:9]1[CH:10]=[CH:11][C:12]([F:17])=[C:13]([CH:16]=1)[C:14]#[N:15])([CH3:8])[CH3:7]. (7) Given the reactants [F:1][C:2]1[CH:7]=[CH:6][C:5]([C:8]2[C:12]([C:13]3[CH:18]=[CH:17][C:16]([F:19])=[CH:15][CH:14]=3)=[C:11]([CH:20]=[O:21])[N:10]([CH:22]([CH3:24])[CH3:23])[C:9]=2[C:25](O)=[O:26])=[CH:4][CH:3]=1.C(Cl)(=O)C(Cl)=O.[F:34][C:35]1[CH:41]=[CH:40][C:38]([NH2:39])=[CH:37][CH:36]=1.C(N(CC)CC)C, predict the reaction product. The product is: [F:34][C:35]1[CH:41]=[CH:40][C:38]([NH:39][C:25]([C:9]2[N:10]([CH:22]([CH3:23])[CH3:24])[C:11]([CH:20]=[O:21])=[C:12]([C:13]3[CH:18]=[CH:17][C:16]([F:19])=[CH:15][CH:14]=3)[C:8]=2[C:5]2[CH:4]=[CH:3][C:2]([F:1])=[CH:7][CH:6]=2)=[O:26])=[CH:37][CH:36]=1.